This data is from Peptide-MHC class I binding affinity with 185,985 pairs from IEDB/IMGT. The task is: Regression. Given a peptide amino acid sequence and an MHC pseudo amino acid sequence, predict their binding affinity value. This is MHC class I binding data. (1) The binding affinity (normalized) is 0.0847. The MHC is HLA-B46:01 with pseudo-sequence HLA-B46:01. The peptide sequence is KQGDVFYTA. (2) The peptide sequence is IQYPLWWGH. The MHC is HLA-B46:01 with pseudo-sequence HLA-B46:01. The binding affinity (normalized) is 0.0847. (3) The peptide sequence is ILRNPGYAL. The MHC is HLA-A31:01 with pseudo-sequence HLA-A31:01. The binding affinity (normalized) is 0.0847.